From a dataset of Forward reaction prediction with 1.9M reactions from USPTO patents (1976-2016). Predict the product of the given reaction. The product is: [Cl:25][CH2:24][CH2:23][CH2:22][N:6]1[C:5]2[CH:4]=[C:3]([C:2]([F:1])([F:17])[F:18])[CH:16]=[CH:15][C:14]=2[S:13][C:12]2[C:7]1=[CH:8][CH:9]=[CH:10][CH:11]=2. Given the reactants [F:1][C:2]([F:18])([F:17])[C:3]1[CH:16]=[CH:15][C:14]2[S:13][C:12]3[C:7](=[CH:8][CH:9]=[CH:10][CH:11]=3)[NH:6][C:5]=2[CH:4]=1.[H-].[Na+].Br[CH2:22][CH2:23][CH2:24][Cl:25], predict the reaction product.